From a dataset of Full USPTO retrosynthesis dataset with 1.9M reactions from patents (1976-2016). Predict the reactants needed to synthesize the given product. (1) The reactants are: [CH3:1][C:2]1[NH:13][C:5]2=[N:6][CH:7]=[CH:8][C:9](B(O)O)=[C:4]2[CH:3]=1.Br[C:15]1[CH:20]=[CH:19][C:18]([S:21]([NH:24][C@@H:25]([CH3:29])[C@H:26]([OH:28])[CH3:27])(=[O:23])=[O:22])=[CH:17][CH:16]=1.P([O-])([O-])([O-])=O.[K+].[K+].[K+]. Given the product [OH:28][C@H:26]([CH3:27])[C@@H:25]([NH:24][S:21]([C:18]1[CH:19]=[CH:20][C:15]([C:9]2[CH:8]=[CH:7][N:6]=[C:5]3[NH:13][C:2]([CH3:1])=[CH:3][C:4]=23)=[CH:16][CH:17]=1)(=[O:23])=[O:22])[CH3:29], predict the reactants needed to synthesize it. (2) The reactants are: [C:1]([O:5][C:6]([N:8]1[CH2:12][CH2:11][CH2:10][C@@H:9]1[CH2:13][N:14]1[C:18]2[CH:19]=[CH:20][C:21]([C:23](OC)=[O:24])=[CH:22][C:17]=2[N:16]=[C:15]1[NH:27][C:28]([C:30]1[O:34][N:33]=[CH:32][CH:31]=1)=[O:29])=[O:7])([CH3:4])([CH3:3])[CH3:2].[H-].[H-].[H-].[H-].[Li+].[Al+3]. Given the product [OH:24][CH2:23][C:21]1[CH:20]=[CH:19][C:18]2[N:14]([CH2:13][C@H:9]3[CH2:10][CH2:11][CH2:12][N:8]3[C:6]([O:5][C:1]([CH3:2])([CH3:4])[CH3:3])=[O:7])[C:15]([NH:27][C:28]([C:30]3[O:34][N:33]=[CH:32][CH:31]=3)=[O:29])=[N:16][C:17]=2[CH:22]=1, predict the reactants needed to synthesize it.